From a dataset of HIV replication inhibition screening data with 41,000+ compounds from the AIDS Antiviral Screen. Binary Classification. Given a drug SMILES string, predict its activity (active/inactive) in a high-throughput screening assay against a specified biological target. (1) The molecule is COc1cc(NCCN(CC(C)C)C(C)C(C)C)c2ncccc2c1. The result is 0 (inactive). (2) The molecule is C[Ga](C)n1cccn1. The result is 0 (inactive). (3) The molecule is CCCNC(=O)c1cc2ccccc2cc1C(=O)OC. The result is 0 (inactive). (4) The molecule is C=CN1CCCC1=O. The result is 0 (inactive). (5) The compound is CNP(=S)(Oc1cc(Cl)c(Cl)cc1Cl)N1CCN(c2ccc(Cl)cc2)CC1. The result is 0 (inactive). (6) The result is 0 (inactive). The drug is COc1ccc(NN(O)c2ccc(OC)cc2)cc1. (7) The molecule is CCOC(=O)c1c(-c2ccccc2)c(-c2ccccc2)cn1C. The result is 0 (inactive). (8) The molecule is CC1CC[PH](c2ccccc2)(c2ccccc2)c2c1ccc1ccccc21. The result is 0 (inactive). (9) The compound is O=C(O)CC1CCN(C(=O)c2ccccc2)C(Cc2c[nH]c3ccccc23)C1O. The result is 0 (inactive). (10) The compound is CC(=O)OC1COC(n2c(=S)n(-c3ccccc3)c(=O)c3cc(Br)ccc32)C(OC(C)=O)C1OC(C)=O. The result is 0 (inactive).